From a dataset of Full USPTO retrosynthesis dataset with 1.9M reactions from patents (1976-2016). Predict the reactants needed to synthesize the given product. (1) Given the product [Br:1][C:2]1[CH:3]=[C:4]([CH:9]=[CH:10][C:11]=1[O:12][CH:14]([CH3:16])[CH3:15])[C:5]([O:7][CH3:8])=[O:6], predict the reactants needed to synthesize it. The reactants are: [Br:1][C:2]1[CH:3]=[C:4]([CH:9]=[CH:10][C:11]=1[OH:12])[C:5]([O:7][CH3:8])=[O:6].Br[CH:14]([CH3:16])[CH3:15].[I-].[K+].C(=O)([O-])[O-].[K+].[K+]. (2) Given the product [NH:1]1[C:10]2[C:5](=[CH:6][CH:7]=[CH:8][CH:9]=2)[C:4](=[S:28])[N:3]=[CH:2]1, predict the reactants needed to synthesize it. The reactants are: [NH:1]1[C:10]2[C:5](=[CH:6][CH:7]=[CH:8][CH:9]=2)[C:4](=O)[N:3]=[CH:2]1.N1C=CC(=O)N=C1.COC1C=CC(P2(SP(C3C=CC(OC)=CC=3)(=S)S2)=[S:28])=CC=1. (3) Given the product [CH2:53]([O:55][C:56]1[CH:61]=[CH:60][C:59]([C:62]2[CH:67]=[CH:66][CH:65]=[C:64]([NH:68][C:24]([C:19]3[C:20](=[O:23])[O:21][C:22]4[C:17]([CH:18]=3)=[CH:16][CH:15]=[CH:14][C:13]=4[O:12][C:11]([F:10])([F:28])[F:27])=[O:26])[CH:63]=2)=[CH:58][C:57]=1[CH3:69])[CH3:54], predict the reactants needed to synthesize it. The reactants are: CCN(C(C)C)C(C)C.[F:10][C:11]([F:28])([F:27])[O:12][C:13]1[CH:14]=[CH:15][CH:16]=[C:17]2[C:22]=1[O:21][C:20](=[O:23])[C:19]([C:24]([OH:26])=O)=[CH:18]2.CN(C(ON1N=NC2C=CC=NC1=2)=[N+](C)C)C.F[P-](F)(F)(F)(F)F.[CH2:53]([O:55][C:56]1[CH:61]=[CH:60][C:59]([C:62]2[CH:67]=[CH:66][CH:65]=[C:64]([NH2:68])[CH:63]=2)=[CH:58][C:57]=1[CH3:69])[CH3:54]. (4) Given the product [O:20]=[C:5]([N:6]1[CH2:11][CH2:10][CH:9]([O:12][C:13]2[CH:14]=[CH:15][C:16]([CH3:19])=[CH:17][CH:18]=2)[CH2:8][CH2:7]1)[C:4]([OH:21])=[O:3], predict the reactants needed to synthesize it. The reactants are: C([O:3][C:4](=[O:21])[C:5](=[O:20])[N:6]1[CH2:11][CH2:10][CH:9]([O:12][C:13]2[CH:18]=[CH:17][C:16]([CH3:19])=[CH:15][CH:14]=2)[CH2:8][CH2:7]1)C. (5) Given the product [CH:1]1([C:4]2[CH:10]=[CH:9][CH:8]=[CH:7][C:5]=2[NH:6][C:20]([NH:19][C:11](=[O:18])[C:12]2[CH:13]=[CH:14][CH:15]=[CH:16][CH:17]=2)=[S:21])[CH2:3][CH2:2]1, predict the reactants needed to synthesize it. The reactants are: [CH:1]1([C:4]2[CH:10]=[CH:9][CH:8]=[CH:7][C:5]=2[NH2:6])[CH2:3][CH2:2]1.[C:11]([N:19]=[C:20]=[S:21])(=[O:18])[C:12]1[CH:17]=[CH:16][CH:15]=[CH:14][CH:13]=1. (6) The reactants are: [C:1]([O:5][C:6](=[O:24])[NH:7][CH:8]([CH2:14][C:15]1[CH:20]=[CH:19][C:18]([N+:21]([O-:23])=[O:22])=[CH:17][CH:16]=1)[C:9](=[O:13])[CH:10]=[N+]=[N-])([CH3:4])([CH3:3])[CH3:2].[BrH:25]. Given the product [C:1]([O:5][C:6](=[O:24])[NH:7][CH:8]([CH2:14][C:15]1[CH:20]=[CH:19][C:18]([N+:21]([O-:23])=[O:22])=[CH:17][CH:16]=1)[C:9](=[O:13])[CH2:10][Br:25])([CH3:4])([CH3:3])[CH3:2], predict the reactants needed to synthesize it. (7) Given the product [CH3:1][C@H:2]([NH:7][C:8]([C:10]1[C:18]2[C:13](=[N:14][CH:15]=[C:16]([C:19]3[N:20]=[CH:21][N:22]([C:24]4[CH:29]=[CH:28][CH:27]=[C:26]([Cl:30])[CH:25]=4)[CH:23]=3)[N:17]=2)[NH:12][CH:11]=1)=[O:9])[C:3]([CH3:6])([CH3:5])[CH3:4], predict the reactants needed to synthesize it. The reactants are: [CH3:1][C@H:2]([NH:7][C:8]([C:10]1[C:18]2[C:13](=[N:14][CH:15]=[C:16]([C:19]3[N:20]=[CH:21][N:22]([C:24]4[CH:29]=[CH:28][CH:27]=[C:26]([Cl:30])[CH:25]=4)[CH:23]=3)[N:17]=2)[N:12](COCC[Si](C)(C)C)[CH:11]=1)=[O:9])[C:3]([CH3:6])([CH3:5])[CH3:4].FC(F)(F)C(O)=O.C([O-])(=O)C.[Na+].O. (8) Given the product [F:3][C:4]1[CH:9]=[CH:8][C:7]([S:10][C:11]2[CH:16]=[CH:15][C:14]([NH2:17])=[CH:13][CH:12]=2)=[CH:6][CH:5]=1, predict the reactants needed to synthesize it. The reactants are: [Cl-].[NH4+].[F:3][C:4]1[CH:9]=[CH:8][C:7]([S:10][C:11]2[CH:16]=[CH:15][C:14]([N+:17]([O-])=O)=[CH:13][CH:12]=2)=[CH:6][CH:5]=1.C(OCC)(=O)C. (9) Given the product [CH3:15][O:16][C:17]1[CH:22]=[CH:21][CH:20]=[CH:19][C:18]=1[C:2]1[C:7]2[S:8][C:9]([C:11]([O:13][CH3:14])=[O:12])=[CH:10][C:6]=2[CH:5]=[CH:4][CH:3]=1, predict the reactants needed to synthesize it. The reactants are: Br[C:2]1[C:7]2[S:8][C:9]([C:11]([O:13][CH3:14])=[O:12])=[CH:10][C:6]=2[CH:5]=[CH:4][CH:3]=1.[CH3:15][O:16][C:17]1[CH:22]=[CH:21][CH:20]=[CH:19][C:18]=1B(O)O.[Cl-].[Li+].C(=O)([O-])[O-].[Na+].[Na+]. (10) Given the product [F:10][C:11]1[CH:12]=[C:13]([CH:26]=[CH:27][C:28]=1[S:29]([CH3:30])=[N:1][C:2]#[N:3])[CH2:14][N:15]1[C:23](=[O:24])[C:22]2[C:17](=[CH:18][CH:19]=[CH:20][CH:21]=2)[C:16]1=[O:25], predict the reactants needed to synthesize it. The reactants are: [N:1]#[C:2][NH2:3].CC(C)([O-])C.[K+].[F:10][C:11]1[CH:12]=[C:13]([CH:26]=[CH:27][C:28]=1[S:29][CH3:30])[CH2:14][N:15]1[C:23](=[O:24])[C:22]2[C:17](=[CH:18][CH:19]=[CH:20][CH:21]=2)[C:16]1=[O:25].BrN1C(=O)CCC1=O.